From a dataset of Forward reaction prediction with 1.9M reactions from USPTO patents (1976-2016). Predict the product of the given reaction. Given the reactants C[O:2][C:3](=[O:32])[CH2:4][O:5][C:6]1[CH:11]=[CH:10][C:9]([N:12]([CH3:30])[CH2:13][C:14]2[S:18][C:17]([C:19]3[CH:24]=[CH:23][C:22]([C:25]([F:28])([F:27])[F:26])=[CH:21][CH:20]=3)=[N:16][C:15]=2[CH3:29])=[CH:8][C:7]=1[I:31].[Li+].[OH-], predict the reaction product. The product is: [I:31][C:7]1[CH:8]=[C:9]([N:12]([CH3:30])[CH2:13][C:14]2[S:18][C:17]([C:19]3[CH:24]=[CH:23][C:22]([C:25]([F:26])([F:27])[F:28])=[CH:21][CH:20]=3)=[N:16][C:15]=2[CH3:29])[CH:10]=[CH:11][C:6]=1[O:5][CH2:4][C:3]([OH:32])=[O:2].